From a dataset of Reaction yield outcomes from USPTO patents with 853,638 reactions. Predict the reaction yield, written as a fraction of the theoretical maximum amount of product (1.0 means a 100% yield; for example, 0.34 means a 34% yield). (1) The reactants are Br[C:2]1[CH:3]=[C:4]([C:16]([F:19])([F:18])[F:17])[C:5]2[N:6]([C:8]([Cl:15])=[C:9]([C:11]([O:13][CH3:14])=[O:12])[N:10]=2)[CH:7]=1.C([O-])(=O)C.[K+].[O:25]1[CH2:29][CH:28]=[CH:27][CH2:26]1. The catalyst is [Br-].C([N+](CCCC)(CCCC)CCCC)CCC.CN(C)C=O.O.C([O-])(=O)C.[Pd+2].C([O-])(=O)C. The product is [Cl:15][C:8]1[N:6]2[CH:7]=[C:2]([CH:28]3[CH:27]=[CH:26][O:25][CH2:29]3)[CH:3]=[C:4]([C:16]([F:19])([F:18])[F:17])[C:5]2=[N:10][C:9]=1[C:11]([O:13][CH3:14])=[O:12]. The yield is 0.160. (2) The reactants are [NH2:1][C:2]1[C:7]([CH2:8][OH:9])=[CH:6][CH:5]=[CH:4][N:3]=1.[Br:10]Br. The catalyst is CC(O)=O. The product is [BrH:10].[NH2:1][C:2]1[C:7]([CH2:8][OH:9])=[CH:6][C:5]([Br:10])=[CH:4][N:3]=1. The yield is 0.810. (3) The yield is 0.790. The reactants are CO[C:3](=[O:24])[C:4]1[CH:9]=[CH:8][C:7]([O:10][CH2:11][C:12]2[C:13]([C:18]3[CH:23]=[CH:22][CH:21]=[CH:20][N:19]=3)=[N:14][O:15][C:16]=2[CH3:17])=[N:6][CH:5]=1.[NH:25]1[CH2:30][CH2:29][O:28][CH2:27][CH2:26]1. No catalyst specified. The product is [CH3:17][C:16]1[O:15][N:14]=[C:13]([C:18]2[CH:23]=[CH:22][CH:21]=[CH:20][N:19]=2)[C:12]=1[CH2:11][O:10][C:7]1[N:6]=[CH:5][C:4]([C:3]([N:25]2[CH2:30][CH2:29][O:28][CH2:27][CH2:26]2)=[O:24])=[CH:9][CH:8]=1.